From a dataset of Full USPTO retrosynthesis dataset with 1.9M reactions from patents (1976-2016). Predict the reactants needed to synthesize the given product. (1) Given the product [Cl:12][C:13]1[CH:18]=[CH:17][C:16]2[N:19]([CH2:2][CH2:3][N:4]3[CH2:8][CH2:7][C:6]([CH3:10])([CH3:9])[CH2:5]3)[C:25]3[CH2:26][CH2:27][N:22]([CH3:21])[CH2:23][C:24]=3[C:15]=2[CH:14]=1, predict the reactants needed to synthesize it. The reactants are: Br[CH2:2][CH2:3][N:4]1[CH2:8][CH2:7][C:6]([CH3:10])([CH3:9])[CH2:5]1.Cl.[Cl:12][C:13]1[CH:18]=[CH:17][C:16]([NH:19]N)=[CH:15][CH:14]=1.[CH3:21][N:22]1[CH2:27][CH2:26][C:25](=O)[CH2:24][CH2:23]1. (2) The reactants are: [NH:1]1[CH2:6][CH2:5][CH:4]([NH:7][C:8](=[O:14])[O:9][C:10]([CH3:13])([CH3:12])[CH3:11])[CH2:3][CH2:2]1.[Cl:15][C:16]1[CH:44]=[CH:43][CH:42]=[C:41]([Cl:45])[C:17]=1[C:18]([NH:20][C@H:21]([C:37]([O:39][CH3:40])=[O:38])[CH2:22][C:23]1[CH:28]=[CH:27][C:26](OS(C(F)(F)F)(=O)=O)=[CH:25][CH:24]=1)=[O:19].CC1(C)C2C=CC=C(P(C3C=CC=CC=3)C3C=CC=CC=3)C=2OC2C1=CC=CC=2P(C1C=CC=CC=1)C1C=CC=CC=1.C(=O)([O-])[O-].[Cs+].[Cs+]. Given the product [C:10]([O:9][C:8]([NH:7][CH:4]1[CH2:3][CH2:2][N:1]([C:26]2[CH:27]=[CH:28][C:23]([CH2:22][C@@H:21]([C:37]([O:39][CH3:40])=[O:38])[NH:20][C:18](=[O:19])[C:17]3[C:41]([Cl:45])=[CH:42][CH:43]=[CH:44][C:16]=3[Cl:15])=[CH:24][CH:25]=2)[CH2:6][CH2:5]1)=[O:14])([CH3:11])([CH3:13])[CH3:12], predict the reactants needed to synthesize it. (3) Given the product [C:1]([O:5][C:6](=[O:7])[NH:8][C@H:9]1[CH2:13][CH2:12][C@@:11]([CH2:17][CH3:18])([C:14]([N:32]2[CH2:33][CH2:34][N:29]([C:25]3[CH:24]=[C:23]([C:22]([F:36])([F:21])[F:35])[CH:28]=[CH:27][N:26]=3)[CH2:30][CH2:31]2)=[O:16])[CH2:10]1)([CH3:2])([CH3:3])[CH3:4], predict the reactants needed to synthesize it. The reactants are: [C:1]([O:5][C:6]([NH:8][C@H:9]1[CH2:13][CH2:12][C@@:11]([CH2:17][CH3:18])([C:14]([OH:16])=O)[CH2:10]1)=[O:7])([CH3:4])([CH3:3])[CH3:2].Cl.Cl.[F:21][C:22]([F:36])([F:35])[C:23]1[CH:28]=[CH:27][N:26]=[C:25]([N:29]2[CH2:34][CH2:33][NH:32][CH2:31][CH2:30]2)[CH:24]=1.C(N(CC)CC)C. (4) Given the product [C:31]([O:30][C:28]([N:5]([CH2:6][C:7]1[CH:8]=[C:9]([CH:16]=[CH:17][C:18]=1[O:19][CH2:20][CH2:21][N:22]1[CH2:23][CH2:24][O:25][CH2:26][CH2:27]1)[C:10]([O:12][CH2:13][CH:14]=[CH2:15])=[O:11])[S:2]([CH3:1])(=[O:3])=[O:4])=[O:29])([CH3:34])([CH3:33])[CH3:32], predict the reactants needed to synthesize it. The reactants are: [CH3:1][S:2]([NH:5][CH2:6][C:7]1[CH:8]=[C:9]([CH:16]=[CH:17][C:18]=1[O:19][CH2:20][CH2:21][N:22]1[CH2:27][CH2:26][O:25][CH2:24][CH2:23]1)[C:10]([O:12][CH2:13][CH:14]=[CH2:15])=[O:11])(=[O:4])=[O:3].[C:28](O[C:28]([O:30][C:31]([CH3:34])([CH3:33])[CH3:32])=[O:29])([O:30][C:31]([CH3:34])([CH3:33])[CH3:32])=[O:29]. (5) Given the product [Cl:1][C:2]1[CH:3]=[C:4]([S:9]([CH:12]2[CH2:17][CH2:16][N:15]([CH:18]3[CH2:19][CH2:20][N:21]([C:24]([C:26]4[CH:27]=[CH:28][C:29]([S:40]([CH3:35])(=[O:42])=[O:41])=[CH:30][CH:31]=4)=[O:25])[CH2:22][CH2:23]3)[CH2:14][CH2:13]2)(=[O:10])=[O:11])[CH:5]=[CH:6][C:7]=1[Cl:8], predict the reactants needed to synthesize it. The reactants are: [Cl:1][C:2]1[CH:3]=[C:4]([S:9]([CH:12]2[CH2:17][CH2:16][N:15]([CH:18]3[CH2:23][CH2:22][N:21]([C:24]([C:26]4[CH:31]=[CH:30][CH:29]=[CH:28][CH:27]=4)=[O:25])[CH2:20][CH2:19]3)[CH2:14][CH2:13]2)(=[O:11])=[O:10])[CH:5]=[CH:6][C:7]=1[Cl:8].ClC1C=[C:35]([S:40](C2CCN(C3CCNCC3)CC2)(=[O:42])=[O:41])C=CC=1Cl.C(O)(=O)C1C=CC=CC=1. (6) Given the product [F:1][C:2]1[C:3]([N:9]2[CH:13]=[CH:12][C:11]([NH:14][C:15](=[O:26])[C:16]3[CH:21]=[CH:20][CH:19]=[CH:18][C:17]=3[C:22]([F:25])([F:24])[F:23])=[N:10]2)=[N:4][CH:5]=[CH:6][C:7]=1[C:36]1[CH:35]=[CH:3][C:2]([F:1])=[CH:7][CH:6]=1, predict the reactants needed to synthesize it. The reactants are: [F:1][C:2]1[C:3]([N:9]2[CH:13]=[CH:12][C:11]([NH:14][C:15](=[O:26])[C:16]3[CH:21]=[CH:20][CH:19]=[CH:18][C:17]=3[C:22]([F:25])([F:24])[F:23])=[N:10]2)=[N:4][CH:5]=[CH:6][C:7]=1I.C(=O)([O-])[O-].[Na+].[Na+].CO[CH2:35][CH2:36]OC. (7) The reactants are: [C:1]([O:5][C:6]([N:8]1[CH2:13][CH2:12][N:11]([C:14]([C:16]2[C:20]3=[N:21][CH:22]=[CH:23][CH:24]=[C:19]3[N:18]([C:25]3[CH:30]=[CH:29][CH:28]=[CH:27][CH:26]=3)[C:17]=2Cl)=[O:15])[CH2:10][CH2:9]1)=[O:7])([CH3:4])([CH3:3])[CH3:2].[F:32][C:33]1[CH:38]=[CH:37][CH:36]=[C:35]([CH3:39])[C:34]=1[OH:40]. Given the product [C:1]([O:5][C:6]([N:8]1[CH2:13][CH2:12][N:11]([C:14]([C:16]2[C:20]3=[N:21][CH:22]=[CH:23][CH:24]=[C:19]3[N:18]([C:25]3[CH:30]=[CH:29][CH:28]=[CH:27][CH:26]=3)[C:17]=2[O:40][C:34]2[C:35]([CH3:39])=[CH:36][CH:37]=[CH:38][C:33]=2[F:32])=[O:15])[CH2:10][CH2:9]1)=[O:7])([CH3:4])([CH3:3])[CH3:2], predict the reactants needed to synthesize it. (8) Given the product [CH:1]1([NH:4][C:6]2[CH:11]=[C:10]([C:12]3[CH:21]=[CH:20][CH:19]=[C:18]4[C:13]=3[CH:14]=[CH:15][CH:16]=[N:17]4)[N:9]=[C:8]([NH2:22])[N:7]=2)[CH2:3][CH2:2]1, predict the reactants needed to synthesize it. The reactants are: [CH:1]1([NH2:4])[CH2:3][CH2:2]1.Cl[C:6]1[CH:11]=[C:10]([C:12]2[CH:21]=[CH:20][CH:19]=[C:18]3[C:13]=2[CH:14]=[CH:15][CH:16]=[N:17]3)[N:9]=[C:8]([NH2:22])[N:7]=1. (9) Given the product [CH2:13]([O:20][C:21]1[CH:22]=[CH:23][C:24]([CH2:25][N:3]2[N:2]=[N:1][C:5]([C:6]3[C:7]([NH2:12])=[N:8][CH:9]=[CH:10][CH:11]=3)=[N:4]2)=[CH:27][CH:28]=1)[C:14]1[CH:15]=[CH:16][CH:17]=[CH:18][CH:19]=1, predict the reactants needed to synthesize it. The reactants are: [N:1]1[NH:2][N:3]=[N:4][C:5]=1[C:6]1[C:7]([NH2:12])=[N:8][CH:9]=[CH:10][CH:11]=1.[CH2:13]([O:20][C:21]1[CH:28]=[CH:27][C:24]([CH2:25]Cl)=[CH:23][CH:22]=1)[C:14]1[CH:19]=[CH:18][CH:17]=[CH:16][CH:15]=1.[I-].[Na+].[H-].[Na+]. (10) Given the product [Cl:11][CH2:12][C:5]1[CH:6]=[CH:7][C:2]([OH:1])=[C:3]([C:8](=[O:10])[CH3:9])[CH:4]=1, predict the reactants needed to synthesize it. The reactants are: [OH:1][C:2]1[CH:7]=[CH:6][CH:5]=[CH:4][C:3]=1[C:8](=[O:10])[CH3:9].[ClH:11].[CH2:12]=O.